Dataset: Forward reaction prediction with 1.9M reactions from USPTO patents (1976-2016). Task: Predict the product of the given reaction. (1) Given the reactants [CH3:1][S:2][CH:3]([C:5]1[CH:6]=[N:7][C:8]([C:11]([F:14])([F:13])[F:12])=[CH:9][CH:10]=1)[CH3:4].[N:15]#[C:16][NH2:17].[O-]Cl.[Na+].S(S([O-])=O)([O-])(=O)=O.[Na+].[Na+].C(O)(=O)C, predict the reaction product. The product is: [F:12][C:11]([F:14])([F:13])[C:8]1[N:7]=[CH:6][C:5]([CH:3]([S:2]([CH3:1])=[N:17][C:16]#[N:15])[CH3:4])=[CH:10][CH:9]=1. (2) Given the reactants [C:1]([NH:9][CH:10]1[CH2:15][CH2:14][NH:13][CH2:12][CH2:11]1)(=[O:8])[C:2]1[CH:7]=[CH:6][CH:5]=[CH:4][CH:3]=1.[C:16]([O-:19])([O-])=O.[K+].[K+].[ClH:22], predict the reaction product. The product is: [Cl:22][C:2]1[CH:7]=[CH:6][C:5]([C:16]([CH2:11][CH2:10][CH2:15][N:13]2[CH2:14][CH2:15][CH:10]([NH:9][C:1](=[O:8])[C:2]3[CH:3]=[CH:4][CH:5]=[CH:6][CH:7]=3)[CH2:11][CH2:12]2)=[O:19])=[CH:4][CH:3]=1. (3) Given the reactants [Cl:1][CH2:2][CH2:3][CH2:4][S:5]([NH:8][C:9]1[CH:14]=[C:13]([C:15]([N:17]2[CH2:22][CH2:21][CH:20]([C:23]3[CH:28]=[CH:27][C:26]([C:29]#[N:30])=[CH:25][CH:24]=3)[CH2:19][CH2:18]2)=[O:16])[CH:12]=[CH:11][C:10]=1C)(=[O:7])=[O:6].C(=O)(OC(C)(C)C)[O:33][C:34]([O:36][C:37]([CH3:40])([CH3:39])[CH3:38])=O, predict the reaction product. The product is: [Cl:1][CH2:2][CH2:3][CH2:4][S:5]([N:8]([C:9]1[CH:10]=[CH:11][CH:12]=[C:13]([C:15]([N:17]2[CH2:18][CH2:19][CH:20]([C:23]3[CH:28]=[CH:27][C:26]([C:29]#[N:30])=[CH:25][CH:24]=3)[CH2:21][CH2:22]2)=[O:16])[CH:14]=1)[C:34](=[O:33])[O:36][C:37]([CH3:40])([CH3:39])[CH3:38])(=[O:6])=[O:7]. (4) Given the reactants Br[C:2]1[CH:3]=[C:4]([CH:37]=[CH:38][CH:39]=1)[CH2:5][N:6]1[C:10]2[CH:11]=[CH:12][C:13]([O:15][CH2:16][C:17]3[CH:26]=[CH:25][C:24]4[C:19](=[CH:20][CH:21]=[CH:22][CH:23]=4)[N:18]=3)=[CH:14][C:9]=2[N:8]=[C:7]1[CH2:27][C:28]1([C:33]([O:35][CH3:36])=[O:34])[CH2:32][CH2:31][CH2:30][CH2:29]1.[C:40]([Cu])#[N:41].N1C=CC=CC=1, predict the reaction product. The product is: [C:40]([C:2]1[CH:3]=[C:4]([CH:37]=[CH:38][CH:39]=1)[CH2:5][N:6]1[C:10]2[CH:11]=[CH:12][C:13]([O:15][CH2:16][C:17]3[CH:26]=[CH:25][C:24]4[C:19](=[CH:20][CH:21]=[CH:22][CH:23]=4)[N:18]=3)=[CH:14][C:9]=2[N:8]=[C:7]1[CH2:27][C:28]1([C:33]([O:35][CH3:36])=[O:34])[CH2:29][CH2:30][CH2:31][CH2:32]1)#[N:41]. (5) The product is: [CH2:2]([C:4]1[CH:5]=[C:6]([CH:10]=[C:11]([CH3:13])[N:12]=1)[C:7]#[N:16])[CH3:3]. Given the reactants Cl.[CH2:2]([C:4]1[CH:5]=[C:6]([CH:10]=[C:11]([CH3:13])[N:12]=1)[C:7](O)=O)[CH3:3].CC[N:16](C(C)C)C(C)C.C1CN([P+](ON2N=NC3C=CC=CC2=3)(N2CCCC2)N2CCCC2)CC1.F[P-](F)(F)(F)(F)F.N.N1C=CC=CC=1, predict the reaction product. (6) The product is: [CH3:23][S:30]([C:3]1[N:8]=[C:7]([NH:9][CH2:10][C:11]2[S:12][C:13]([CH3:16])=[CH:14][CH:15]=2)[N:6]2[N:17]=[CH:18][C:19]([CH2:20][CH2:21][CH3:22])=[C:5]2[N:4]=1)(=[O:32])=[O:29]. Given the reactants CS[C:3]1[N:8]=[C:7]([NH:9][CH2:10][C:11]2[S:12][C:13]([CH3:16])=[CH:14][CH:15]=2)[N:6]2[N:17]=[CH:18][C:19]([CH2:20][CH2:21][CH3:22])=[C:5]2[N:4]=1.[C:23]([O-])(O)=O.[Na+].O[O:29][S:30]([O-:32])=O.[K+].O, predict the reaction product. (7) The product is: [ClH:15].[F:1][C:2]1[CH:9]=[CH:8][C:5]([CH2:6][NH2:7])=[C:4]([N:10]2[CH:14]=[N:13][CH:12]=[N:11]2)[CH:3]=1. Given the reactants [F:1][C:2]1[CH:9]=[CH:8][C:5]([C:6]#[N:7])=[C:4]([N:10]2[CH:14]=[N:13][CH:12]=[N:11]2)[CH:3]=1.[ClH:15], predict the reaction product. (8) Given the reactants [C:1]([O:5][C:6]([N:8]1[CH2:12][C@@H:11]([S:13]C(=O)C)[CH2:10][C@@H:9]1[CH2:17][O:18][CH2:19][C:20]1[CH:25]=[C:24]([F:26])[C:23]([F:27])=[CH:22][C:21]=1[F:28])=[O:7])([CH3:4])([CH3:3])[CH3:2], predict the reaction product. The product is: [C:1]([O:5][C:6]([N:8]1[CH2:12][C@H:11]([SH:13])[CH2:10][C@H:9]1[CH2:17][O:18][CH2:19][C:20]1[CH:25]=[C:24]([F:26])[C:23]([F:27])=[CH:22][C:21]=1[F:28])=[O:7])([CH3:4])([CH3:2])[CH3:3]. (9) The product is: [Cl:1][C:2]1[CH:18]=[CH:17][C:5]([C:6]([N:8]([C:10]2[CH:15]=[CH:14][CH:13]=[CH:12][C:11]=2[O:16][CH2:32][C:33]([CH3:37])([CH3:36])[CH2:34][OH:35])[CH3:9])=[O:7])=[CH:4][C:3]=1[C:19]1[CH:20]=[N:21][C:22]([C:27]([F:30])([F:28])[F:29])=[CH:23][C:24]=1[C:25]#[N:26]. Given the reactants [Cl:1][C:2]1[CH:18]=[CH:17][C:5]([C:6]([N:8]([C:10]2[CH:15]=[CH:14][CH:13]=[CH:12][C:11]=2[OH:16])[CH3:9])=[O:7])=[CH:4][C:3]=1[C:19]1[CH:20]=[N:21][C:22]([C:27]([F:30])([F:29])[F:28])=[CH:23][C:24]=1[C:25]#[N:26].Br[CH2:32][C:33]([CH3:37])([CH3:36])[CH2:34][OH:35].C([O-])([O-])=O.[K+].[K+], predict the reaction product.